Dataset: Forward reaction prediction with 1.9M reactions from USPTO patents (1976-2016). Task: Predict the product of the given reaction. (1) Given the reactants [F:1][C:2]1[CH:24]=[C:23]([F:25])[CH:22]=[C:21]([F:26])[C:3]=1[C:4]([NH:6][C:7]1[CH:12]=[CH:11][CH:10]=[C:9]([C:13]([CH:15]2[CH2:20][CH2:19][NH:18][CH2:17][CH2:16]2)=[O:14])[N:8]=1)=[O:5].[CH:27](=O)[CH3:28].C([BH3-])#N.[Na+].FC(F)(F)C(O)=O, predict the reaction product. The product is: [F:26][C:21]1[CH:22]=[C:23]([F:25])[CH:24]=[C:2]([F:1])[C:3]=1[C:4]([NH:6][C:7]1[CH:12]=[CH:11][CH:10]=[C:9]([C:13]([CH:15]2[CH2:16][CH2:17][N:18]([CH2:27][CH3:28])[CH2:19][CH2:20]2)=[O:14])[N:8]=1)=[O:5]. (2) Given the reactants [CH2:1]([O:3][P:4]([CH2:9][CH2:10]OCC)(=[O:8])[O:5][CH2:6][CH3:7])[CH3:2].[BH4-].[Li+].C[CH2:17][O:18]CC, predict the reaction product. The product is: [CH2:6]([O:5][P:4]([CH2:9][CH2:10][CH2:17][OH:18])(=[O:8])[O:3][CH2:1][CH3:2])[CH3:7].